From a dataset of Experimentally validated miRNA-target interactions with 360,000+ pairs, plus equal number of negative samples. Binary Classification. Given a miRNA mature sequence and a target amino acid sequence, predict their likelihood of interaction. (1) Result: 1 (interaction). The miRNA is hsa-miR-3618 with sequence UGUCUACAUUAAUGAAAAGAGC. The protein sequence of the target gene is MNSLSWGAANAVLLLLLLAWASPTFISINRGVRVMKGHSAFLSGDDLKFAIPKEKDACKVEVVMNEPITQRVGKLTPQVFDCHFLPNEVKYVHNGCPILDEDTVKLRLYRFTERDTFIETFILWVYLLEPDCNIIHMSNNVLEVPEFNGLSQAIDKNLLRFDYDRMASLECTVSLDTARTRLPAHGQMVLGEPRPEEPRGDQPHSFFPESQLRAKLKCPGGSCTPGLKKIGSLKVSCEEFLLMGLRYQHLDPPSPNIDYISIQLDLTDTRSKIVYKSESAWLPVYIRAGIPNQIPKAAFM.... (2) The miRNA is hsa-miR-548h-3p with sequence CAAAAACCGCAAUUACUUUUGCA. Result: 0 (no interaction). The protein sequence of the target gene is MEDRRAERSCEQACASLQRQDYDMALQHCTDALLSLGQYSMADFTGPCPVEVERIKIESLLYRIASFLQLKNYGQADEDCRHVLGEGLAKGERAFRAVLCCMQLKGKLQLVSSILAKSLSGESLNGMVTKDLTRLKTLLTETETATSNVLSGCHVEDLDEGSCNGWHFRPPPRGITSSEEYTLCKRFLEQGICRYGAQCTSAHSQEELAEWQKRYASRLIKLKQQSENKQLSGSYMETLIEKWMSSLSPEKVLSECIEGVQVEHSPDLSVTVNTKKSHQTWTFALTCKPARMLYRVALLY.... (3) The miRNA is rno-miR-203a-3p with sequence GUGAAAUGUUUAGGACCACUAG. The protein sequence of the target gene is MDGAAGPGDGPAREALQSLSQRLRVQEQEMELVKAALAEALRLLRLQVPPSSLQGSGTPAPPGDSLAAPPGLPPTCTPSLVSRGTQTETEVELKSSPGPPGLSNGPPAPQGASEEPSGTQSEGGGSSSSGAGSPGPPGILRPLQPPQRADTPRRNSSSSSSPSERPRQKLSRKAISSANLLVRSGSTESRGGKDPLSSPGGPGSRRSNYNLEGISVKMFLRGRPITMYIPSGIRSLEELPSGPPPETLSLDWVYGYRGRDSRSNLFVLRSGEVVYFIACVVVLYRPGGGPGGPGGGGQRH.... Result: 0 (no interaction). (4) The miRNA is hsa-miR-7844-5p with sequence AAAACUAGGACUGUGUGGUGUA. The protein sequence of the target gene is MAWMLDCLFASAFEPRPRRVSVLGGAPGQNSDRSMDMVSIHSLSELERLKLQETAYHELVARHFLSEFKPDRALPTDRPNTLEKWFLMLRGQDRAASLKTFGIRLEEVLVNELTRRKQRELTPTMQVEDINGSTGRRRRGNVVQRMLGRMRRFFSRRRNEPTLPREFTRRGRRGAVSADSADELENGALLLQILQLSQLSSPIGQRLLGSKRKMSLNPIAQQIPQIVETCCKFIEKHGLSSVGIFTIEYSLRRVLELRELFDKGLDIVLDDSVNVHDVAELLKEFFREMKDPLLPDDLYM.... Result: 0 (no interaction).